From a dataset of Catalyst prediction with 721,799 reactions and 888 catalyst types from USPTO. Predict which catalyst facilitates the given reaction. (1) Reactant: [N:1]1[CH:6]=[CH:5][CH:4]=[CH:3][C:2]=1[C:7]1[C:11]([C:12]2[C:21]3[C:16](=[CH:17][CH:18]=[CH:19][CH:20]=3)[N:15]=[CH:14][CH:13]=2)=[CH:10][N:9]([CH2:22]CC#N)[N:8]=1.[OH-].[Na+].[C:28]([OH:31])(=[O:30])[CH3:29]. Product: [C:3]([C:2]#[N:1])([CH3:4])=[O:30].[N:1]1[CH:6]=[CH:5][CH:4]=[CH:3][C:2]=1[C:7]1[C:11]([C:12]2[C:21]3[C:16](=[CH:17][CH:18]=[CH:19][CH:20]=3)[N:15]=[CH:14][CH:13]=2)=[CH:10][N:9]([CH2:22][CH2:29][C:28]([OH:31])=[O:30])[N:8]=1. The catalyst class is: 8. (2) Reactant: [Br:1][C:2]1[S:6][C:5]([CH3:7])=[C:4]([S:8](Cl)(=[O:10])=[O:9])[CH:3]=1.C(N(CC)CC)C.[S:19]1(=[O:27])(=[O:26])[CH2:24][CH2:23][CH:22]([NH2:25])[CH2:21][CH2:20]1. Product: [Br:1][C:2]1[S:6][C:5]([CH3:7])=[C:4]([S:8]([NH:25][CH:22]2[CH2:23][CH2:24][S:19](=[O:27])(=[O:26])[CH2:20][CH2:21]2)(=[O:10])=[O:9])[CH:3]=1. The catalyst class is: 2. (3) Reactant: [Si:1]([O:8][CH2:9][CH2:10][N:11]1[CH:15]=[C:14]([C:16]([F:19])([F:18])[F:17])[N:13]=[CH:12]1)([C:4]([CH3:7])([CH3:6])[CH3:5])([CH3:3])[CH3:2].[Si]([O:27][CH2:28]CN1C(C(F)(F)F)=CN=C1)(C(C)(C)C)(C)C.C1COCC1.[Li]CCCC.CCCCCC.CN(C=O)C.C(O)(=O)C. Product: [Si:1]([O:8][CH2:9][CH2:10][N:11]1[CH:15]=[C:14]([C:16]([F:17])([F:18])[F:19])[N:13]=[C:12]1[CH:28]=[O:27])([C:4]([CH3:7])([CH3:5])[CH3:6])([CH3:3])[CH3:2]. The catalyst class is: 6. (4) Reactant: [H-].[Na+].[C:3]([O:9][CH2:10][CH3:11])(=[O:8])[CH2:4][C:5]([CH3:7])=[O:6].[CH2:12]([O:14][CH2:15]CC(N1C2C=CC=CC=2N=N1)=O)[CH3:13].[Cl-].[NH4+].[OH-].[NH4+]. Product: [CH2:12]([O:14][CH2:15][CH2:7][C:5](=[O:6])[CH2:4][C:3]([O:9][CH2:10][CH3:11])=[O:8])[CH3:13]. The catalyst class is: 20. (5) Reactant: [Cl:1][C:2]1[CH:3]=[C:4]2[C:8](=[CH:9][CH:10]=1)[NH:7][CH:6]=[C:5]2[C:11](=O)[C:12]([O:14]CC)=O.Cl.[CH3:19][NH:20][NH2:21].C(O)C. Product: [Cl:1][C:2]1[CH:10]=[CH:9][C:8]2[NH:7][C:12](=[O:14])[C:11]3=[N:21][N:20]([CH3:19])[CH:6]=[C:5]3[C:4]=2[CH:3]=1. The catalyst class is: 15. (6) Reactant: [CH:1]([N:4]([CH2:8][CH2:9][CH:10]([C:17]1[CH:22]=[C:21]([CH3:23])[CH:20]=[CH:19][C:18]=1[O:24]C)[C:11]1[CH:16]=[CH:15][CH:14]=[CH:13][CH:12]=1)[CH:5]([CH3:7])[CH3:6])([CH3:3])[CH3:2].[BrH:26]. Product: [BrH:26].[CH:1]([N:4]([CH2:8][CH2:9][CH:10]([C:17]1[CH:22]=[C:21]([CH3:23])[CH:20]=[CH:19][C:18]=1[OH:24])[C:11]1[CH:12]=[CH:13][CH:14]=[CH:15][CH:16]=1)[CH:5]([CH3:7])[CH3:6])([CH3:2])[CH3:3]. The catalyst class is: 15. (7) Reactant: [Br:1][C:2]1[CH:3]=[C:4]([CH2:10]O)[CH:5]=[N:6][C:7]=1[O:8][CH3:9].P(Br)(Br)[Br:13].CCOC(C)=O.C([O-])(O)=O.[Na+]. Product: [Br:1][C:2]1[C:7]([O:8][CH3:9])=[N:6][CH:5]=[C:4]([CH2:10][Br:13])[CH:3]=1. The catalyst class is: 57. (8) Reactant: [NH2:1][C:2]1[CH:3]=[C:4]2[C:9](=[CH:10][CH:11]=1)[N:8]=[C:7]([C:12]1[CH:17]=[C:16]([CH3:18])[C:15]([O:19][CH2:20][CH2:21][OH:22])=[C:14]([CH3:23])[CH:13]=1)[NH:6][C:5]2=[O:24].[C:25](OC(=O)C)(=[O:27])[CH3:26].C([O-])([O-])=O.[K+].[K+]. Product: [OH:22][CH2:21][CH2:20][O:19][C:15]1[C:16]([CH3:18])=[CH:17][C:12]([C:7]2[NH:6][C:5](=[O:24])[C:4]3[C:9](=[CH:10][CH:11]=[C:2]([NH:1][C:25](=[O:27])[CH3:26])[CH:3]=3)[N:8]=2)=[CH:13][C:14]=1[CH3:23]. The catalyst class is: 17. (9) Reactant: [CH3:1][O:2][CH2:3][O:4][C:5]1[CH:12]=[CH:11][C:8]([CH:9]=[O:10])=[CH:7][CH:6]=1.[F:13][C:14]([Si](C)(C)C)([F:16])[F:15].[F-].C([N+](CCCC)(CCCC)CCCC)CCC.O. Product: [CH3:1][O:2][CH2:3][O:4][C:5]1[CH:12]=[CH:11][C:8]([CH:9]([OH:10])[C:14]([F:16])([F:15])[F:13])=[CH:7][CH:6]=1. The catalyst class is: 54. (10) Reactant: [Cl:1][C:2]1[CH:7]=[CH:6][C:5]([C@@H:8]2[O:13][C@H:12]([CH2:14][O:15]S(C3C=CC(C)=CC=3)(=O)=O)[C@@H:11]([OH:26])[C@H:10]([OH:27])[C@H:9]2[OH:28])=[CH:4][C:3]=1[CH2:29][C:30]1[CH:35]=[CH:34][C:33]([O:36][CH2:37][CH3:38])=[CH:32][CH:31]=1.[N+:39]([C:42]1[CH:43]=[C:44](O)[CH:45]=[CH:46][CH:47]=1)([O-:41])=[O:40].C(=O)([O-])[O-].[K+].[K+]. Product: [Cl:1][C:2]1[CH:7]=[CH:6][C:5]([C@H:8]2[C@H:9]([OH:28])[C@@H:10]([OH:27])[C@H:11]([OH:26])[C@@H:12]([CH2:14][O:15][C:46]3[CH:45]=[CH:44][CH:43]=[C:42]([N+:39]([O-:41])=[O:40])[CH:47]=3)[O:13]2)=[CH:4][C:3]=1[CH2:29][C:30]1[CH:35]=[CH:34][C:33]([O:36][CH2:37][CH3:38])=[CH:32][CH:31]=1. The catalyst class is: 35.